This data is from M1 muscarinic receptor antagonist screen with 61,756 compounds. The task is: Binary Classification. Given a drug SMILES string, predict its activity (active/inactive) in a high-throughput screening assay against a specified biological target. (1) The molecule is Clc1cc(NC(=O)c2[nH]n3C(CC(N=c3c2)c2cc3OCOc3cc2)C(F)(F)F)c(O)cc1. The result is 0 (inactive). (2) The molecule is O(c1nc(n2nc(cc2C)C)nc(c1)C)c1ccc(cc1)C(=O)C. The result is 0 (inactive). (3) The compound is O(c1ccc(Nc2nc(nc(n2)N)CN2CCC(CC2)Cc2ccccc2)cc1)C. The result is 1 (active). (4) The compound is S(=O)(=O)(N1CC(C(=O)N2CCC(N3CCCCC3)CC2)CCC1)c1sccc1. The result is 0 (inactive). (5) The drug is S(=O)(=O)(N1CCC(CC1)c1[nH]c2c(n1)cccc2)c1cc2OCCOc2cc1. The result is 0 (inactive). (6) The drug is S(c1n(nnn1)c1c(SC)cccc1)CC(=O)Nc1sccc1C(OC)=O. The result is 0 (inactive). (7) The compound is S(=O)(=O)(N1CCN(CC1)C(OCC)=O)c1cc(c(OCC(OC)=O)cc1)C. The result is 0 (inactive). (8) The compound is O=c1n(C(CC)C)c(nc2n(c3nc4c(nc3c12)cccc4)c1cc2OCCOc2cc1)C. The result is 0 (inactive).